This data is from Forward reaction prediction with 1.9M reactions from USPTO patents (1976-2016). The task is: Predict the product of the given reaction. Given the reactants C([Li])CCC.Br[C:7]1[CH:12]=[CH:11][N:10]=[C:9]([CH3:13])[CH:8]=1.CN(C)[CH:16]=[O:17], predict the reaction product. The product is: [CH3:13][C:9]1[CH:8]=[C:7]([CH:16]=[O:17])[CH:12]=[CH:11][N:10]=1.